From a dataset of Reaction yield outcomes from USPTO patents with 853,638 reactions. Predict the reaction yield, written as a fraction of the theoretical maximum amount of product (1.0 means a 100% yield; for example, 0.34 means a 34% yield). (1) The reactants are [C:1]([O:5][C:6]([NH:8][C@:9]([CH3:40])([CH2:20][CH2:21][C:22]1[N:23]([CH3:39])[C:24]([C:27](=[O:38])[CH2:28][CH2:29][CH2:30][CH2:31][C:32]2[CH:37]=[CH:36][CH:35]=[CH:34][CH:33]=2)=[CH:25][CH:26]=1)[CH:10]=[CH:11][P:12](=[O:19])([O:16][CH2:17][CH3:18])[O:13][CH2:14][CH3:15])=[O:7])([CH3:4])([CH3:3])[CH3:2]. The catalyst is C(O)C.C1C=CC(P(C2C=CC=CC=2)C2C=CC=CC=2)=CC=1.C1C=CC(P(C2C=CC=CC=2)C2C=CC=CC=2)=CC=1.C1C=CC(P(C2C=CC=CC=2)C2C=CC=CC=2)=CC=1.[Cl-].[Rh]. The product is [C:1]([O:5][C:6]([NH:8][C@:9]([CH3:40])([CH2:20][CH2:21][C:22]1[N:23]([CH3:39])[C:24]([C:27](=[O:38])[CH2:28][CH2:29][CH2:30][CH2:31][C:32]2[CH:37]=[CH:36][CH:35]=[CH:34][CH:33]=2)=[CH:25][CH:26]=1)[CH2:10][CH2:11][P:12](=[O:19])([O:13][CH2:14][CH3:15])[O:16][CH2:17][CH3:18])=[O:7])([CH3:2])([CH3:3])[CH3:4]. The yield is 0.800. (2) The reactants are C1(P(C2C=CC=CC=2)C2C=CC=CC=2)C=CC=CC=1.N1C=CN=C1.[I-:25].[NH:26]([C:34]([O:36][CH2:37][C:38]1[CH:43]=[CH:42][CH:41]=[CH:40][CH:39]=1)=[O:35])[C@H:27]([C:30]([O:32][CH3:33])=[O:31])[CH2:28]O. The catalyst is C(Cl)Cl. The product is [CH2:37]([O:36][C:34]([NH:26][C@@H:27]([CH2:28][I:25])[C:30]([O:32][CH3:33])=[O:31])=[O:35])[C:38]1[CH:43]=[CH:42][CH:41]=[CH:40][CH:39]=1. The yield is 0.570. (3) The reactants are Cl[C:2]1[CH:7]=[CH:6][C:5]([N+:8]([O-:10])=[O:9])=[CH:4][N:3]=1.[CH2:11]([O:18][CH2:19][CH2:20][OH:21])[C:12]1[CH:17]=[CH:16][CH:15]=[CH:14][CH:13]=1.[H-].[Na+].C(O)(=O)C. The catalyst is CN(C)C=O. The product is [CH2:11]([O:18][CH2:19][CH2:20][O:21][C:2]1[CH:7]=[CH:6][C:5]([N+:8]([O-:10])=[O:9])=[CH:4][N:3]=1)[C:12]1[CH:17]=[CH:16][CH:15]=[CH:14][CH:13]=1. The yield is 0.800. (4) The reactants are [OH-].[Li+].[Cl:3][C:4]1[CH:9]=[CH:8][C:7]([C:10]2[CH:15]=[CH:14][CH:13]=[CH:12][C:11]=2[C@H:16]([O:34][P:35]([O:39][CH3:40])([O:37][CH3:38])=[O:36])[CH:17]2[CH2:22][CH2:21][N:20]([C:23]3[CH:33]=[CH:32][C:26]([C:27]([O:29]CC)=[O:28])=[CH:25][CH:24]=3)[CH2:19][CH2:18]2)=[CH:6][CH:5]=1.C1COCC1.O. The catalyst is CO. The product is [Cl:3][C:4]1[CH:9]=[CH:8][C:7]([C:10]2[CH:15]=[CH:14][CH:13]=[CH:12][C:11]=2[C@H:16]([O:34][P:35]([O:37][CH3:38])([O:39][CH3:40])=[O:36])[CH:17]2[CH2:22][CH2:21][N:20]([C:23]3[CH:33]=[CH:32][C:26]([C:27]([OH:29])=[O:28])=[CH:25][CH:24]=3)[CH2:19][CH2:18]2)=[CH:6][CH:5]=1. The yield is 0.570. (5) The reactants are [NH2:1][C:2]1[CH:3]=[C:4]([OH:12])[C:5](=[CH:10][CH:11]=1)[C:6]([O:8][CH3:9])=[O:7].[Cl:13][C:14]1[C:19]([Cl:20])=[CH:18][CH:17]=[CH:16][C:15]=1[S:21](Cl)(=[O:23])=[O:22]. No catalyst specified. The product is [Cl:13][C:14]1[C:19]([Cl:20])=[CH:18][CH:17]=[CH:16][C:15]=1[S:21]([NH:1][C:2]1[CH:11]=[CH:10][C:5]([C:6]([O:8][CH3:9])=[O:7])=[C:4]([OH:12])[CH:3]=1)(=[O:23])=[O:22]. The yield is 0.660. (6) The reactants are [CH2:1]([O:3][C:4]([C:6]1[CH2:7][C:8]2[C:13]([C:14]=1[C:15]1[CH:20]=[CH:19][CH:18]=[CH:17][CH:16]=1)=[CH:12][CH:11]=[C:10]([OH:21])[CH:9]=2)=[O:5])[CH3:2].[Se](=O)=[O:23]. The catalyst is O1CCOCC1. The product is [CH2:1]([O:3][C:4]([C:6]1[C:7](=[O:23])[C:8]2[C:13]([C:14]=1[C:15]1[CH:20]=[CH:19][CH:18]=[CH:17][CH:16]=1)=[CH:12][CH:11]=[C:10]([OH:21])[CH:9]=2)=[O:5])[CH3:2]. The yield is 0.610. (7) The reactants are [CH3:1][C:2]1[C:7]([O:8][C:9]2[C:10]([C:22]#[N:23])=[N:11][CH:12]=[C:13]([S:15][C:16]3[CH:21]=[CH:20][CH:19]=[CH:18][N:17]=3)[CH:14]=2)=[CH:6][CH:5]=[CH:4][N:3]=1.[OH:24]S(O)(=O)=O. No catalyst specified. The product is [CH3:1][C:2]1[C:7]([O:8][C:9]2[C:10]([C:22]([NH2:23])=[O:24])=[N:11][CH:12]=[C:13]([S:15][C:16]3[CH:21]=[CH:20][CH:19]=[CH:18][N:17]=3)[CH:14]=2)=[CH:6][CH:5]=[CH:4][N:3]=1. The yield is 0.960. (8) The reactants are [C:1]([C:4]1[C:9](=[O:10])[C:8]([O:11][CH3:12])=[CH:7][N:6]([C:13]2[CH:18]=[CH:17][C:16]([N:19]3[CH2:24][CH2:23][O:22][CH2:21][CH2:20]3)=[C:15]([F:25])[C:14]=2[F:26])[N:5]=1)(=O)[CH3:2].[CH3:27]OC(OC)N(C)C.[C:35]1([NH:41][NH2:42])[CH:40]=[CH:39][CH:38]=[CH:37][CH:36]=1. No catalyst specified. The product is [F:26][C:14]1[C:15]([F:25])=[C:16]([N:19]2[CH2:20][CH2:21][O:22][CH2:23][CH2:24]2)[CH:17]=[CH:18][C:13]=1[N:6]1[CH:7]=[C:8]([O:11][CH3:12])[C:9](=[O:10])[C:4]([C:1]2[N:41]([C:35]3[CH:40]=[CH:39][CH:38]=[CH:37][CH:36]=3)[N:42]=[CH:27][CH:2]=2)=[N:5]1. The yield is 0.550.